Dataset: Full USPTO retrosynthesis dataset with 1.9M reactions from patents (1976-2016). Task: Predict the reactants needed to synthesize the given product. Given the product [C:17]1([C:23]2[C:27]([C:28]([F:30])([F:31])[F:29])=[C:26]([C:32]3[O:1][N:2]=[C:3]([C:4]4[CH:9]=[CH:8][C:7]([CH:10]=[CH2:11])=[CH:6][C:5]=4[C:12]([F:14])([F:13])[F:15])[N:16]=3)[O:25][N:24]=2)[CH:18]=[CH:19][CH:20]=[CH:21][CH:22]=1, predict the reactants needed to synthesize it. The reactants are: [OH:1][N:2]=[C:3]([NH2:16])[C:4]1[CH:9]=[CH:8][C:7]([CH:10]=[CH2:11])=[CH:6][C:5]=1[C:12]([F:15])([F:14])[F:13].[C:17]1([C:23]2[C:27]([C:28]([F:31])([F:30])[F:29])=[C:26]([C:32](O)=O)[O:25][N:24]=2)[CH:22]=[CH:21][CH:20]=[CH:19][CH:18]=1.CCN(C(C)C)C(C)C.C1N(P(Cl)(N2C(=O)OCC2)=O)C(=O)OC1.CCCC[N+](CCCC)(CCCC)CCCC.[F-].C1COCC1.